Dataset: Merck oncology drug combination screen with 23,052 pairs across 39 cell lines. Task: Regression. Given two drug SMILES strings and cell line genomic features, predict the synergy score measuring deviation from expected non-interaction effect. Drug 1: CC1CC2C3CCC4=CC(=O)C=CC4(C)C3(F)C(O)CC2(C)C1(O)C(=O)CO. Drug 2: Cn1nnc2c(C(N)=O)ncn2c1=O. Cell line: UACC62. Synergy scores: synergy=11.4.